Dataset: Reaction yield outcomes from USPTO patents with 853,638 reactions. Task: Predict the reaction yield, written as a fraction of the theoretical maximum amount of product (1.0 means a 100% yield; for example, 0.34 means a 34% yield). The reactants are [CH3:1][O:2][C:3]1[CH:4]=[C:5]([Mg]Br)[CH:6]=[CH:7][CH:8]=1.[N:11]12[CH2:18][CH2:17][C:14]([C:19]([O:21]CC)=O)([CH2:15][CH2:16]1)[CH2:13][CH2:12]2. The catalyst is C1COCC1. The product is [N:11]12[CH2:12][CH2:13][C:14]([C:19]([C:7]3[CH:6]=[CH:5][CH:4]=[C:3]([O:2][CH3:1])[CH:8]=3)([C:5]3[CH:6]=[CH:7][CH:8]=[C:3]([O:2][CH3:1])[CH:4]=3)[OH:21])([CH2:15][CH2:16]1)[CH2:17][CH2:18]2. The yield is 0.929.